Dataset: Catalyst prediction with 721,799 reactions and 888 catalyst types from USPTO. Task: Predict which catalyst facilitates the given reaction. (1) Reactant: [CH3:1][O:2][C:3]([C:5]1[S:9][C:8]2[CH:10]=[CH:11][C:12]([O:14]C)=[CH:13][C:7]=2[CH:6]=1)=[O:4].B(Br)(Br)Br. Product: [CH3:1][O:2][C:3]([C:5]1[S:9][C:8]2[CH:10]=[CH:11][C:12]([OH:14])=[CH:13][C:7]=2[CH:6]=1)=[O:4]. The catalyst class is: 2. (2) Reactant: [C:1]([NH:4][NH:5][C:6](=O)[CH2:7][CH2:8][C@@:9]1([C:25]2[CH:30]=[CH:29][CH:28]=[CH:27][CH:26]=2)[O:14][C:13](=[O:15])[N:12]([C@H:16]([C:18]2[CH:23]=[CH:22][C:21]([Br:24])=[CH:20][CH:19]=2)[CH3:17])[CH2:11][CH2:10]1)(=[O:3])[CH3:2].CC[N+](S(N=C(OC)[O-])(=O)=O)(CC)CC. Product: [Br:24][C:21]1[CH:20]=[CH:19][C:18]([C@@H:16]([N:12]2[CH2:11][CH2:10][C@:9]([CH2:8][CH2:7][C:6]3[O:3][C:1]([CH3:2])=[N:4][N:5]=3)([C:25]3[CH:30]=[CH:29][CH:28]=[CH:27][CH:26]=3)[O:14][C:13]2=[O:15])[CH3:17])=[CH:23][CH:22]=1. The catalyst class is: 1. (3) Reactant: Br[C:2]1[C:11](=[O:12])[N:10]([CH3:13])[C:9]2[C:8]([C:14]3[CH:19]=[CH:18][C:17]([F:20])=[CH:16][C:15]=3[F:21])=[N:7][N:6]=[CH:5][C:4]=2[CH:3]=1.C1(P(C2C=CC=CC=2)C2C3OC4C(=CC=CC=4P(C4C=CC=CC=4)C4C=CC=CC=4)C(C)(C)C=3C=CC=2)C=CC=CC=1.C(=O)([O-])[O-].[Cs+].[Cs+].[F:70][C:71]1[CH:76]=[C:75]([F:77])[CH:74]=[CH:73][C:72]=1[NH2:78]. Product: [F:21][C:15]1[CH:16]=[C:17]([F:20])[CH:18]=[CH:19][C:14]=1[C:8]1[C:9]2[N:10]([CH3:13])[C:11](=[O:12])[C:2]([NH:78][C:72]3[CH:73]=[CH:74][C:75]([F:77])=[CH:76][C:71]=3[F:70])=[CH:3][C:4]=2[CH:5]=[N:6][N:7]=1. The catalyst class is: 164.